This data is from Catalyst prediction with 721,799 reactions and 888 catalyst types from USPTO. The task is: Predict which catalyst facilitates the given reaction. (1) Product: [CH3:25][S:22]([N:14]([S:11]([CH3:10])(=[O:13])=[O:12])[C:15]1[CH:16]=[CH:17][C:18]([O:21][CH2:2][CH:3]([O:7][CH2:8][CH3:9])[O:4][CH2:5][CH3:6])=[CH:19][CH:20]=1)(=[O:23])=[O:24]. Reactant: Br[CH2:2][CH:3]([O:7][CH2:8][CH3:9])[O:4][CH2:5][CH3:6].[CH3:10][S:11]([N:14]([S:22]([CH3:25])(=[O:24])=[O:23])[C:15]1[CH:20]=[CH:19][C:18]([OH:21])=[CH:17][CH:16]=1)(=[O:13])=[O:12].C(=O)([O-])[O-].[K+].[K+]. The catalyst class is: 35. (2) Reactant: [N+:1]([C:4]1[CH:5]=[CH:6][C:7]([NH:10][C:11]2[C:12]3[CH2:20][CH2:19][N:18]([C:21]4[CH:28]=[CH:27][C:24]([C:25]#[N:26])=[C:23]([C:29]([F:32])([F:31])[F:30])[CH:22]=4)[CH2:17][C:13]=3[N:14]=[CH:15][N:16]=2)=[N:8][CH:9]=1)([O-])=O. Product: [NH2:1][C:4]1[CH:5]=[CH:6][C:7]([NH:10][C:11]2[C:12]3[CH2:20][CH2:19][N:18]([C:21]4[CH:28]=[CH:27][C:24]([C:25]#[N:26])=[C:23]([C:29]([F:32])([F:31])[F:30])[CH:22]=4)[CH2:17][C:13]=3[N:14]=[CH:15][N:16]=2)=[N:8][CH:9]=1. The catalyst class is: 19. (3) Reactant: [CH:1]1([CH:4]=O)[CH2:3][CH2:2]1.N1CCCCC1.[NH2:12][C:13]1[N:18]=[CH:17][N:16]=[C:15]2[N:19]([CH2:37][C@H:38]3[CH2:42][CH2:41][CH2:40][N:39]3[C:43](=[O:47])[CH2:44][C:45]#[N:46])[N:20]=[C:21]([C:22]3[CH:27]=[CH:26][C:25]([O:28][C:29]4[CH:34]=[C:33]([F:35])[CH:32]=[C:31]([F:36])[CH:30]=4)=[CH:24][CH:23]=3)[C:14]=12. Product: [NH2:12][C:13]1[N:18]=[CH:17][N:16]=[C:15]2[N:19]([CH2:37][C@H:38]3[CH2:42][CH2:41][CH2:40][N:39]3[C:43]([C:44](=[CH:4][CH:1]3[CH2:2][CH2:3]3)[C:45]#[N:46])=[O:47])[N:20]=[C:21]([C:22]3[CH:27]=[CH:26][C:25]([O:28][C:29]4[CH:30]=[C:31]([F:36])[CH:32]=[C:33]([F:35])[CH:34]=4)=[CH:24][CH:23]=3)[C:14]=12. The catalyst class is: 5. (4) Reactant: [Br:1][C:2]1[C:7]([O:8][CH3:9])=[CH:6][C:5]([CH2:10][OH:11])=[CH:4][C:3]=1[O:12][CH3:13].[H-].[Na+].I[CH3:17]. Product: [Br:1][C:2]1[C:7]([O:8][CH3:9])=[CH:6][C:5]([CH2:10][O:11][CH3:17])=[CH:4][C:3]=1[O:12][CH3:13]. The catalyst class is: 9. (5) Reactant: [N:1]1[C:10]2[C:5](=[CH:6][C:7]([CH2:11][N:12]3[C:16]4=[N:17][C:18]([C:21]5[CH:29]=[CH:28][C:24]([C:25](O)=[O:26])=[CH:23][CH:22]=5)=[CH:19][CH:20]=[C:15]4[N:14]=[N:13]3)=[CH:8][CH:9]=2)[CH:4]=[CH:3][CH:2]=1.CN(C=O)C.CCN=C=NCCCN(C)C.Cl.C(N(CC)CC)C.[NH2:54][CH:55]1[CH2:60][CH2:59][O:58][CH2:57][CH2:56]1. Product: [N:1]1[C:10]2[C:5](=[CH:6][C:7]([CH2:11][N:12]3[C:16]4=[N:17][C:18]([C:21]5[CH:22]=[CH:23][C:24]([C:25]([NH:54][CH:55]6[CH2:60][CH2:59][O:58][CH2:57][CH2:56]6)=[O:26])=[CH:28][CH:29]=5)=[CH:19][CH:20]=[C:15]4[N:14]=[N:13]3)=[CH:8][CH:9]=2)[CH:4]=[CH:3][CH:2]=1. The catalyst class is: 6.